Dataset: Forward reaction prediction with 1.9M reactions from USPTO patents (1976-2016). Task: Predict the product of the given reaction. (1) The product is: [CH3:1][O:2][C:3](=[O:30])[CH:4]([C:9]1[C:14]([CH3:15])=[CH:13][C:12]([CH2:34][CH3:35])=[C:11]([CH:17]2[CH2:19][CH2:18]2)[C:10]=1[C:20]1[CH:21]=[C:22]2[C:27](=[CH:28][CH:29]=1)[O:26][CH2:25][CH2:24][CH2:23]2)[O:5][CH:6]1[CH2:8][CH2:7]1. Given the reactants [CH3:1][O:2][C:3](=[O:30])[CH:4]([C:9]1[C:14]([CH3:15])=[CH:13][C:12](I)=[C:11]([CH:17]2[CH2:19][CH2:18]2)[C:10]=1[C:20]1[CH:21]=[C:22]2[C:27](=[CH:28][CH:29]=1)[O:26][CH2:25][CH2:24][CH2:23]2)[O:5][CH:6]1[CH2:8][CH2:7]1.ClCCl.[CH2:34]([Zn]CC)[CH3:35].C1(C)C=CC=CC=1.C(OC(C1C(C)=CC=C(OCC2C=CC=CC=2)C=1C1C=CC2OCCCC=2C=1)C(OC)=O)(C)(C)C, predict the reaction product. (2) The product is: [F:41][C:42]1[CH:47]=[CH:46][C:45]([F:48])=[CH:44][C:43]=1[C:49]1[S:53][C:52]([CH2:60][O:61][CH2:62][C:63]#[N:64])([C:54]2[CH:59]=[CH:58][CH:57]=[CH:56][CH:55]=2)[N:51]([C:28](=[O:30])[C@@H:27]([O:26][CH3:25])[CH3:31])[N:50]=1. Given the reactants CN(C(ON1N=NC2C=CC=NC1=2)=[N+](C)C)C.F[P-](F)(F)(F)(F)F.[CH3:25][O:26][C@@H:27]([CH3:31])[C:28]([OH:30])=O.CCN(C(C)C)C(C)C.[F:41][C:42]1[CH:47]=[CH:46][C:45]([F:48])=[CH:44][C:43]=1[C:49]1[S:53][C:52]([CH2:60][O:61][CH2:62][C:63]#[N:64])([C:54]2[CH:59]=[CH:58][CH:57]=[CH:56][CH:55]=2)[NH:51][N:50]=1, predict the reaction product. (3) Given the reactants [CH2:1]([N:8]1[CH2:13][CH2:12][C:11](=O)[CH:10]([CH3:15])[CH2:9]1)[C:2]1[CH:7]=[CH:6][CH:5]=[CH:4][CH:3]=1.[CH3:16][O:17][C:18]1[CH:25]=[C:24]([O:26][CH3:27])[CH:23]=[CH:22][C:19]=1[CH2:20][NH2:21].C(O[BH-](OC(=O)C)OC(=O)C)(=O)C.[Na+].[OH-].[Na+], predict the reaction product. The product is: [CH2:1]([N:8]1[CH2:13][CH2:12][CH:11]([NH:21][CH2:20][C:19]2[CH:22]=[CH:23][C:24]([O:26][CH3:27])=[CH:25][C:18]=2[O:17][CH3:16])[CH:10]([CH3:15])[CH2:9]1)[C:2]1[CH:7]=[CH:6][CH:5]=[CH:4][CH:3]=1. (4) The product is: [F:2][C:3]1[CH:8]=[CH:7][C:6]([F:9])=[CH:5][C:4]=1[C@H:10]1[CH2:14][C@H:13]([F:15])[CH2:12][N:11]1[C:17]1[CH:22]=[CH:21][N:20]2[N:23]=[CH:24][C:25]([C:26]([O:28][CH2:29][CH3:30])=[O:27])=[C:19]2[CH:18]=1. Given the reactants Cl.[F:2][C:3]1[CH:8]=[CH:7][C:6]([F:9])=[CH:5][C:4]=1[C@H:10]1[CH2:14][C@H:13]([F:15])[CH2:12][NH:11]1.Br[C:17]1[CH:22]=[CH:21][N:20]2[N:23]=[CH:24][C:25]([C:26]([O:28][CH2:29][CH3:30])=[O:27])=[C:19]2[CH:18]=1, predict the reaction product.